This data is from Full USPTO retrosynthesis dataset with 1.9M reactions from patents (1976-2016). The task is: Predict the reactants needed to synthesize the given product. (1) Given the product [OH:2][C:3]1[CH:4]=[C:5]([C:9]2[C:14]3[S:15][CH:16]=[C:17]([C:18]4[NH:22][N:21]=[C:20]([NH:23][C:24]5[CH:29]=[CH:28][C:27]([S:30]([NH2:33])(=[O:32])=[O:31])=[CH:26][CH:25]=5)[CH:19]=4)[C:13]=3[CH:12]=[CH:11][CH:10]=2)[CH:6]=[CH:7][CH:8]=1, predict the reactants needed to synthesize it. The reactants are: C[O:2][C:3]1[CH:4]=[C:5]([C:9]2[C:14]3[S:15][CH:16]=[C:17]([C:18]4[NH:22][N:21]=[C:20]([NH:23][C:24]5[CH:29]=[CH:28][C:27]([S:30]([NH2:33])(=[O:32])=[O:31])=[CH:26][CH:25]=5)[CH:19]=4)[C:13]=3[CH:12]=[CH:11][CH:10]=2)[CH:6]=[CH:7][CH:8]=1.[Cl-].[NH+]1C=CC=CC=1. (2) Given the product [NH2:35][C:33]1[N:32]=[CH:31][N:30]=[C:29]2[N:28]([CH:22]([C:4]3[C:5]4[O:11][CH2:10][CH2:9][N:8]([C:12]([O:14][C:15]([CH3:18])([CH3:17])[CH3:16])=[O:13])[CH2:7][C:6]=4[C:19]([C:20]#[N:21])=[C:2]([Cl:1])[CH:3]=3)[CH3:23])[N:27]=[C:26]([CH3:25])[C:34]=12, predict the reactants needed to synthesize it. The reactants are: [Cl:1][C:2]1[CH:3]=[C:4]([CH:22](Cl)[CH3:23])[C:5]2[O:11][CH2:10][CH2:9][N:8]([C:12]([O:14][C:15]([CH3:18])([CH3:17])[CH3:16])=[O:13])[CH2:7][C:6]=2[C:19]=1[C:20]#[N:21].[CH3:25][C:26]1[C:34]2[C:29](=[N:30][CH:31]=[N:32][C:33]=2[NH2:35])[NH:28][N:27]=1.C(=O)([O-])[O-].[Cs+].[Cs+]. (3) Given the product [CH3:9][N:8]([CH3:10])[C:6]1[CH:5]=[C:4]([CH3:11])[N:3]=[C:2]([NH:12][CH:13]2[CH:17]([OH:18])[CH2:16][N:15]([C:19]([O:21][C:22]([CH3:25])([CH3:24])[CH3:23])=[O:20])[CH2:14]2)[N:7]=1, predict the reactants needed to synthesize it. The reactants are: Cl[C:2]1[N:7]=[C:6]([N:8]([CH3:10])[CH3:9])[CH:5]=[C:4]([CH3:11])[N:3]=1.[NH2:12][CH:13]1[CH:17]([OH:18])[CH2:16][N:15]([C:19]([O:21][C:22]([CH3:25])([CH3:24])[CH3:23])=[O:20])[CH2:14]1.C(N(CC)C(C)C)(C)C.C(=O)([O-])O.[Na+]. (4) Given the product [C:13]([CH2:12][CH2:11][N:5]1[CH:6]=[N:7][C:8]2[C:4]1=[N:3][CH:2]=[N:1][CH:9]=2)#[N:14], predict the reactants needed to synthesize it. The reactants are: [N:1]1[CH:9]=[C:8]2[C:4]([N:5]=[CH:6][NH:7]2)=[N:3][CH:2]=1.Br[CH2:11][CH2:12][C:13]#[N:14].[H-].[Na+]. (5) Given the product [F:27][C:26]([F:29])([F:28])[S:23]([O:4][CH2:3][C:2]([F:1])([F:12])[C:5]1[CH:10]=[CH:9][C:8]([F:11])=[CH:7][CH:6]=1)(=[O:24])=[O:22], predict the reactants needed to synthesize it. The reactants are: [F:1][C:2]([F:12])([C:5]1[CH:10]=[CH:9][C:8]([F:11])=[CH:7][CH:6]=1)[CH2:3][OH:4].CCN(C(C)C)C(C)C.[O:22](S(C(F)(F)F)(=O)=O)[S:23]([C:26]([F:29])([F:28])[F:27])(=O)=[O:24]. (6) Given the product [ClH:21].[NH2:2][C:3]1[N:8]=[CH:7][N:6]=[C:5]2[N:9]([C@H:13]([C:15]3[C:16]([O:29][CH2:30][CH3:31])=[C:17]([C@@H:23]4[CH2:27][NH:26][C:25](=[O:28])[CH2:24]4)[C:18]([F:22])=[C:19]([Cl:21])[CH:20]=3)[CH3:14])[N:10]=[C:11]([CH3:12])[C:4]=12, predict the reactants needed to synthesize it. The reactants are: Cl.[NH2:2][C:3]1[N:8]=[CH:7][N:6]=[C:5]2[N:9]([C@H:13]([C:15]3[C:16]([O:29][CH2:30][CH3:31])=[C:17]([C@@H:23]4[CH2:27][NH:26][C:25](=[O:28])[CH2:24]4)[C:18]([F:22])=[C:19]([Cl:21])[CH:20]=3)[CH3:14])[N:10]=[C:11]([CH3:12])[C:4]=12. (7) The reactants are: [C:1]([C:4]1[CH:5]=[C:6](/[CH:10]=[CH:11]/[CH2:12][N:13]([CH:27]([CH3:33])[C:28]([O:30][CH2:31][CH3:32])=[O:29])[C:14]2[CH:19]=[CH:18][C:17]([O:20][CH:21]3[CH2:26][CH2:25][NH:24][CH2:23][CH2:22]3)=[CH:16][CH:15]=2)[CH:7]=[CH:8][CH:9]=1)(=[NH:3])[NH2:2].[ClH:34].[C:35](=[NH:40])(OCC)[CH3:36].C(N(CC)CC)C.Cl. Given the product [ClH:34].[ClH:34].[ClH:34].[C:35]([N:24]1[CH2:25][CH2:26][CH:21]([O:20][C:17]2[CH:18]=[CH:19][C:14]([N:13]([CH:27]([CH3:33])[C:28]([O:30][CH2:31][CH3:32])=[O:29])[CH2:12]/[CH:11]=[CH:10]/[C:6]3[CH:7]=[CH:8][CH:9]=[C:4]([C:1](=[NH:2])[NH2:3])[CH:5]=3)=[CH:15][CH:16]=2)[CH2:22][CH2:23]1)(=[NH:40])[CH3:36], predict the reactants needed to synthesize it. (8) Given the product [Cl:30][C:25]1[CH:26]=[CH:27][CH:28]=[CH:29][C:24]=1[CH2:23][N:16]1[C:17]2[C:22](=[CH:21][CH:20]=[CH:19][CH:18]=2)[C:14]([C:10]2[CH:11]=[C:12]([CH3:13])[C:7]([OH:6])=[C:8]([CH3:32])[CH:9]=2)([CH2:46][CH2:47][CH2:48][OH:49])[C:15]1=[O:31], predict the reactants needed to synthesize it. The reactants are: C([Si](C)(C)[O:6][C:7]1[C:12]([CH3:13])=[CH:11][C:10]([CH:14]2[C:22]3[C:17](=[CH:18][CH:19]=[CH:20][CH:21]=3)[N:16]([CH2:23][C:24]3[CH:29]=[CH:28][CH:27]=[CH:26][C:25]=3[Cl:30])[C:15]2=[O:31])=[CH:9][C:8]=1[CH3:32])(C)(C)C.C[Si]([N-][Si](C)(C)C)(C)C.[K+].Br[CH2:46][CH2:47][CH2:48][O:49][Si](C(C)(C)C)(C)C.CCCC[N+](CCCC)(CCCC)CCCC.[F-].